This data is from Reaction yield outcomes from USPTO patents with 853,638 reactions. The task is: Predict the reaction yield, written as a fraction of the theoretical maximum amount of product (1.0 means a 100% yield; for example, 0.34 means a 34% yield). (1) The reactants are [OH-].[Na+].C([O:5][C:6]([CH:8]1[CH2:13][CH2:12][N:11]([CH2:14][C:15]2[CH:20]=[CH:19][C:18]([C:21](=[O:48])[N:22]([CH2:24][CH2:25][N:26]3[CH2:31][CH2:30][CH:29]([O:32][C:33](=[O:47])[NH:34][C:35]4[CH:40]=[CH:39][CH:38]=[CH:37][C:36]=4[C:41]4[CH:46]=[CH:45][CH:44]=[CH:43][CH:42]=4)[CH2:28][CH2:27]3)[CH3:23])=[CH:17][CH:16]=2)[CH2:10][CH2:9]1)=[O:7])C. The catalyst is CO. The product is [C:36]1([C:41]2[CH:46]=[CH:45][CH:44]=[CH:43][CH:42]=2)[CH:37]=[CH:38][CH:39]=[CH:40][C:35]=1[NH:34][C:33]([O:32][CH:29]1[CH2:30][CH2:31][N:26]([CH2:25][CH2:24][N:22]([CH3:23])[C:21]([C:18]2[CH:19]=[CH:20][C:15]([CH2:14][N:11]3[CH2:10][CH2:9][CH:8]([C:6]([OH:7])=[O:5])[CH2:13][CH2:12]3)=[CH:16][CH:17]=2)=[O:48])[CH2:27][CH2:28]1)=[O:47]. The yield is 0.750. (2) The reactants are Br[C:2]1[CH:20]=[CH:19][C:5]([CH2:6][CH:7]2[CH2:11][CH2:10][N:9]([CH:12]3[CH2:17][CH2:16][CH2:15][CH2:14][CH2:13]3)[C:8]2=[O:18])=[C:4]([Cl:21])[CH:3]=1.[CH2:22]([OH:25])[C:23]#[CH:24].[Cl-].[NH4+].O. The catalyst is N1CCCCC1.C1C=CC([P]([Pd]([P](C2C=CC=CC=2)(C2C=CC=CC=2)C2C=CC=CC=2)([P](C2C=CC=CC=2)(C2C=CC=CC=2)C2C=CC=CC=2)[P](C2C=CC=CC=2)(C2C=CC=CC=2)C2C=CC=CC=2)(C2C=CC=CC=2)C2C=CC=CC=2)=CC=1.C(OCC)(=O)C. The product is [Cl:21][C:4]1[CH:3]=[C:2]([C:24]#[C:23][CH2:22][OH:25])[CH:20]=[CH:19][C:5]=1[CH2:6][CH:7]1[CH2:11][CH2:10][N:9]([CH:12]2[CH2:17][CH2:16][CH2:15][CH2:14][CH2:13]2)[C:8]1=[O:18]. The yield is 0.770. (3) The reactants are [OH:1][C:2]1[CH:11]=[CH:10][C:5]([C:6]([O:8][CH3:9])=[O:7])=[CH:4][C:3]=1[CH2:12][CH2:13][CH3:14].[CH2:15](Br)[C:16]1[CH:21]=[CH:20][CH:19]=[CH:18][CH:17]=1.C(=O)([O-])[O-].[K+].[K+].O. The catalyst is CN(C)C=O. The product is [CH2:15]([O:1][C:2]1[CH:11]=[CH:10][C:5]([C:6]([O:8][CH3:9])=[O:7])=[CH:4][C:3]=1[CH2:12][CH2:13][CH3:14])[C:16]1[CH:21]=[CH:20][CH:19]=[CH:18][CH:17]=1. The yield is 1.00. (4) The yield is 0.920. The reactants are [NH2:1][C:2]1[CH:7]=[CH:6][C:5]([OH:8])=[CH:4][C:3]=1[Cl:9].[H-].[Na+].[CH2:12]([NH:14][C:15]([C:17]1[CH:18]=[C:19]2[C:24](=[CH:25][C:26]=1[O:27][CH2:28][C:29]1[CH:34]=[CH:33][CH:32]=[CH:31][CH:30]=1)[N:23]=[CH:22][CH:21]=[C:20]2Cl)=[O:16])[CH3:13].C(OCC)(=O)C. The catalyst is CS(C)=O.O. The product is [CH2:12]([NH:14][C:15]([C:17]1[CH:18]=[C:19]2[C:24](=[CH:25][C:26]=1[O:27][CH2:28][C:29]1[CH:34]=[CH:33][CH:32]=[CH:31][CH:30]=1)[N:23]=[CH:22][CH:21]=[C:20]2[O:8][C:5]1[CH:6]=[CH:7][C:2]([NH2:1])=[C:3]([Cl:9])[CH:4]=1)=[O:16])[CH3:13]. (5) The reactants are [CH2:1]([NH:3][CH2:4][CH2:5][NH:6][C:7]([C:9]1[C:13]([CH3:14])=[C:12]([CH:15]=O)[NH:11][C:10]=1[CH3:17])=[O:8])[CH3:2].[F:18][C:19]1[CH:20]=[C:21]2[C:25](=[CH:26][CH:27]=1)[NH:24][C:23](=[O:28])[CH2:22]2.N1CCCC1. The catalyst is C(O)C. The yield is 0.950. The product is [CH2:1]([NH:3][CH2:4][CH2:5][NH:6][C:7]([C:9]1[C:13]([CH3:14])=[C:12](/[CH:15]=[C:22]2\[C:23](=[O:28])[NH:24][C:25]3[C:21]\2=[CH:20][C:19]([F:18])=[CH:27][CH:26]=3)[NH:11][C:10]=1[CH3:17])=[O:8])[CH3:2]. (6) The reactants are Br[C:2]1[N:6]([CH3:7])[CH:5]=[N:4][C:3]=1[C:8]1[CH:13]=[C:12]([C:14]#[N:15])[CH:11]=[CH:10][N:9]=1.[F:16][C:17]1[CH:22]=[CH:21][C:20](B(O)O)=[CH:19][CH:18]=1.C([O-])([O-])=O.[Na+].[Na+]. The catalyst is O1CCOCC1.C1C=CC(P(C2C=CC=CC=2)[C-]2C=CC=C2)=CC=1.C1C=CC(P(C2C=CC=CC=2)[C-]2C=CC=C2)=CC=1.Cl[Pd]Cl.[Fe+2]. The product is [F:16][C:17]1[CH:22]=[CH:21][C:20]([C:2]2[N:6]([CH3:7])[CH:5]=[N:4][C:3]=2[C:8]2[CH:13]=[C:12]([C:14]#[N:15])[CH:11]=[CH:10][N:9]=2)=[CH:19][CH:18]=1. The yield is 0.500. (7) The reactants are [O:1]1[C:5]2=[CH:6][N:7]=[C:8]([CH2:10][OH:11])[CH:9]=[C:4]2[CH2:3][CH2:2]1. The product is [O:1]1[C:5]2=[CH:6][N:7]=[C:8]([CH:10]=[O:11])[CH:9]=[C:4]2[CH2:3][CH2:2]1. The catalyst is C(Cl)Cl.[O-2].[O-2].[Mn+4]. The yield is 0.700.